From a dataset of Full USPTO retrosynthesis dataset with 1.9M reactions from patents (1976-2016). Predict the reactants needed to synthesize the given product. Given the product [O:33]1[C:37]2[CH:38]=[CH:39][C:40]([CH2:42][CH2:43][NH:44][C:26](=[O:28])[C:25]3[CH:29]=[CH:30][C:22]([NH:21][C:19]4[N:18]=[CH:17][C:8]5[N:9]([CH3:16])[C:10](=[O:15])[C:11]([F:14])([F:13])[CH2:12][N:6]([CH:1]6[CH2:2][CH2:3][CH2:4][CH2:5]6)[C:7]=5[N:20]=4)=[C:23]([O:31][CH3:32])[CH:24]=3)=[CH:41][C:36]=2[O:35][CH2:34]1, predict the reactants needed to synthesize it. The reactants are: [CH:1]1([N:6]2[CH2:12][C:11]([F:14])([F:13])[C:10](=[O:15])[N:9]([CH3:16])[C:8]3[CH:17]=[N:18][C:19]([NH:21][C:22]4[CH:30]=[CH:29][C:25]([C:26]([OH:28])=O)=[CH:24][C:23]=4[O:31][CH3:32])=[N:20][C:7]2=3)[CH2:5][CH2:4][CH2:3][CH2:2]1.[O:33]1[C:37]2[CH:38]=[CH:39][C:40]([CH2:42][CH2:43][NH2:44])=[CH:41][C:36]=2[O:35][CH2:34]1.F[P-](F)(F)(F)(F)F.CN(C(N(C)C)=[N+]1C2C(=NC=CC=2)[N+]([O-])=N1)C.C(N(C(C)C)CC)(C)C.